The task is: Predict which catalyst facilitates the given reaction.. This data is from Catalyst prediction with 721,799 reactions and 888 catalyst types from USPTO. (1) Reactant: [NH2:1][C:2]1[C:11]2[N:12]=[C:13]([CH2:20][O:21][CH2:22][CH3:23])[N:14]([CH2:15][C:16]([CH3:19])([OH:18])[CH3:17])[C:10]=2[C:9]2[CH:8]=[CH:7][C:6]([O:24]CC3C=CC=CC=3)=[CH:5][C:4]=2[N:3]=1.Cl. Product: [NH2:1][C:2]1[C:11]2[N:12]=[C:13]([CH2:20][O:21][CH2:22][CH3:23])[N:14]([CH2:15][C:16]([OH:18])([CH3:19])[CH3:17])[C:10]=2[C:9]2[CH:8]=[CH:7][C:6]([OH:24])=[CH:5][C:4]=2[N:3]=1. The catalyst class is: 813. (2) Reactant: [F:1][C:2]1[C:7]([F:8])=[CH:6][C:5]([N+:9]([O-:11])=[O:10])=[CH:4][C:3]=1[C@:12]12[CH2:20][O:19][C@H:18]([C:21]([F:24])([F:23])[F:22])[C@H:17]1[CH2:16][S:15][C:14]([NH2:25])=[N:13]2.[C:26](O[C:26]([O:28][C:29]([CH3:32])([CH3:31])[CH3:30])=[O:27])([O:28][C:29]([CH3:32])([CH3:31])[CH3:30])=[O:27].C(=O)(O)[O-].[Na+]. Product: [F:1][C:2]1[C:7]([F:8])=[CH:6][C:5]([N+:9]([O-:11])=[O:10])=[CH:4][C:3]=1[C@:12]12[CH2:20][O:19][C@H:18]([C:21]([F:22])([F:23])[F:24])[C@H:17]1[CH2:16][S:15][C:14]([NH:25][C:26](=[O:27])[O:28][C:29]([CH3:32])([CH3:31])[CH3:30])=[N:13]2. The catalyst class is: 1. (3) Reactant: [NH:1]1[C:9]2[C:4](=[CH:5][CH:6]=[CH:7][CH:8]=2)[C:3]([C:10]([O:12][CH3:13])=[O:11])=[N:2]1.C(=O)([O-])[O-].[Cs+].[Cs+].Br[CH2:21][C:22]1[C:27]([F:28])=[CH:26][C:25]([O:29][CH2:30][CH3:31])=[CH:24][C:23]=1[F:32]. Product: [CH2:30]([O:29][C:25]1[CH:24]=[C:23]([F:32])[C:22]([CH2:21][N:1]2[C:9]3[C:4](=[CH:5][CH:6]=[CH:7][CH:8]=3)[C:3]([C:10]([O:12][CH3:13])=[O:11])=[N:2]2)=[C:27]([F:28])[CH:26]=1)[CH3:31]. The catalyst class is: 1. (4) Reactant: C[O:2][C:3](=[O:27])[C:4]1[CH:9]=[CH:8][CH:7]=[CH:6][C:5]=1[NH:10][C:11](=[O:26])[C:12]1[CH:17]=[CH:16][C:15]([O:18][CH2:19][C:20]2[CH:25]=[CH:24][CH:23]=[CH:22][CH:21]=2)=[CH:14][CH:13]=1.O.[OH-].[Li+].Cl. Product: [CH2:19]([O:18][C:15]1[CH:16]=[CH:17][C:12]([C:11]([NH:10][C:5]2[CH:6]=[CH:7][CH:8]=[CH:9][C:4]=2[C:3]([OH:27])=[O:2])=[O:26])=[CH:13][CH:14]=1)[C:20]1[CH:21]=[CH:22][CH:23]=[CH:24][CH:25]=1. The catalyst class is: 5.